Dataset: Full USPTO retrosynthesis dataset with 1.9M reactions from patents (1976-2016). Task: Predict the reactants needed to synthesize the given product. (1) Given the product [C:1]([C:4]1[C:9]2[N:8]([C:38]([CH2:39][CH3:40])=[N:11][N:10]=2)[C:7]([S:12][CH3:13])=[N:6][C:5]=1[NH:14][C:15]1[CH:20]=[CH:19][C:18]([CH:21]2[CH2:22][CH2:23][N:24]([C:27]([O:29][C:30]([CH3:31])([CH3:33])[CH3:32])=[O:28])[CH2:25][CH2:26]2)=[CH:17][C:16]=1[Cl:34])(=[O:3])[NH2:2], predict the reactants needed to synthesize it. The reactants are: [C:1]([C:4]1[C:5]([NH:14][C:15]2[CH:20]=[CH:19][C:18]([CH:21]3[CH2:26][CH2:25][N:24]([C:27]([O:29][C:30]([CH3:33])([CH3:32])[CH3:31])=[O:28])[CH2:23][CH2:22]3)=[CH:17][C:16]=2[Cl:34])=[N:6][C:7]([S:12][CH3:13])=[N:8][C:9]=1[NH:10][NH2:11])(=[O:3])[NH2:2].C(O[C:38](OCC)(OCC)[CH2:39][CH3:40])C. (2) Given the product [I-:1].[CH:65]1([S:68]([N:71]2[CH2:72][CH2:73][N:74]([C:14]3[CH:13]=[C:12]([CH3:20])[C:11]4[C:16]([CH:15]=3)=[S+:17][C:18]3[C:9](=[C:8]([CH2:21][CH3:22])[CH:7]=[C:6]([N:5]([CH3:23])[CH3:4])[CH:19]=3)[N:10]=4)[CH2:75][CH2:76]2)(=[O:69])=[O:70])[CH2:67][CH2:66]1, predict the reactants needed to synthesize it. The reactants are: [I-:1].[I-:1].[I-:1].[CH3:4][N:5]([CH3:23])[C:6]1[CH:7]=[C:8]([CH2:21][CH3:22])[C:9]2[C:18]([CH:19]=1)=[S+:17][C:16]1[C:11](=[C:12]([CH3:20])[CH:13]=[CH:14][CH:15]=1)[N:10]=2.[CH3:4][N:5]([C:6]1[CH:7]=[C:8]([CH2:21][CH3:22])[C:9]2[C:18]([CH:19]=1)=[S+:17][C:16]1[C:11](=[C:12]([CH3:20])[CH:13]=[CH:14][CH:15]=1)[N:10]=2)[CH3:23].[CH3:4][N:5]([C:6]1[CH:7]=[C:8]([CH2:21][CH3:22])[C:9]2[C:18]([CH:19]=1)=[S+:17][C:16]1[C:11](=[C:12]([CH3:20])[CH:13]=[CH:14][CH:15]=1)[N:10]=2)[CH3:23].Cl.[CH:65]1([S:68]([N:71]2[CH2:76][CH2:75][NH2+:74][CH2:73][CH2:72]2)(=[O:70])=[O:69])[CH2:67][CH2:66]1.C(N(CC)CC)C. (3) Given the product [Cl:10][C:11]1[CH:12]=[C:13]([NH:18][C:19]2[C:28]3[C:23](=[CH:24][N:25]=[C:26]([NH:9][CH2:8][CH2:7][N:1]4[CH2:6][CH2:5][O:4][CH2:3][CH2:2]4)[CH:27]=3)[N:22]=[CH:21][C:20]=2[C:30]#[N:31])[CH:14]=[CH:15][C:16]=1[F:17], predict the reactants needed to synthesize it. The reactants are: [N:1]1([CH2:7][CH2:8][NH2:9])[CH2:6][CH2:5][O:4][CH2:3][CH2:2]1.[Cl:10][C:11]1[CH:12]=[C:13]([NH:18][C:19]2[C:28]3[C:23](=[CH:24][N:25]=[C:26](F)[CH:27]=3)[N:22]=[CH:21][C:20]=2[C:30]#[N:31])[CH:14]=[CH:15][C:16]=1[F:17]. (4) Given the product [Cl:21][C:22]1[CH:28]=[C:27]([O:29][C:30]2[C:31]3[N:38]([CH3:39])[CH:37]=[CH:36][C:32]=3[N:33]=[CH:34][N:35]=2)[CH:26]=[CH:25][C:23]=1[NH:24][C:8]([NH:9][C:10]1[CH:11]=[N:12][CH:13]=[C:14]([C:16]([F:17])([F:18])[F:19])[CH:15]=1)=[O:20], predict the reactants needed to synthesize it. The reactants are: C1(O[C:8](=[O:20])[NH:9][C:10]2[CH:11]=[N:12][CH:13]=[C:14]([C:16]([F:19])([F:18])[F:17])[CH:15]=2)C=CC=CC=1.[Cl:21][C:22]1[CH:28]=[C:27]([O:29][C:30]2[C:31]3[N:38]([CH3:39])[CH:37]=[CH:36][C:32]=3[N:33]=[CH:34][N:35]=2)[CH:26]=[CH:25][C:23]=1[NH2:24].N1C=CC=CC=1. (5) Given the product [C:15]([O:19][C:20]([N:22]1[CH2:27][CH2:26][CH:25]([C:28]([C:2]2[CH:7]=[N:6][C:5]([O:8][CH3:9])=[CH:4][CH:3]=2)=[O:33])[CH2:24][CH2:23]1)=[O:21])([CH3:18])([CH3:17])[CH3:16], predict the reactants needed to synthesize it. The reactants are: Br[C:2]1[CH:3]=[CH:4][C:5]([O:8][CH3:9])=[N:6][CH:7]=1.C([Li])CCC.[C:15]([O:19][C:20]([N:22]1[CH2:27][CH2:26][CH:25]([C:28](=[O:33])N(OC)C)[CH2:24][CH2:23]1)=[O:21])([CH3:18])([CH3:17])[CH3:16]. (6) Given the product [N:1]1([C:8]2[CH:13]=[CH:12][C:11]([C:33]3[CH:34]=[CH:35][C:30]([O:29][CH2:28][CH2:27][O:26][CH2:22][CH2:23][CH2:24][CH3:25])=[CH:31][CH:32]=3)=[CH:10][C:9]=2/[CH:15]=[C:16](\[CH3:21])/[C:17]([O:19][CH3:20])=[O:18])[CH2:7][CH2:6][CH2:5][CH2:4][CH2:3][CH2:2]1, predict the reactants needed to synthesize it. The reactants are: [N:1]1([C:8]2[CH:13]=[CH:12][C:11](Br)=[CH:10][C:9]=2/[CH:15]=[C:16](\[CH3:21])/[C:17]([O:19][CH3:20])=[O:18])[CH2:7][CH2:6][CH2:5][CH2:4][CH2:3][CH2:2]1.[CH2:22]([O:26][CH2:27][CH2:28][O:29][C:30]1[CH:35]=[CH:34][C:33](OB(O)O)=[CH:32][CH:31]=1)[CH2:23][CH2:24][CH3:25].C(=O)([O-])[O-].[K+].[K+]. (7) Given the product [C:29]([N:5]1[C:6]2[C:7](=[CH:8][C:9]([C:10]([O:12][CH2:13][CH3:14])=[O:11])=[CH:15][C:16]=2[O:18][C:19](=[O:22])[CH3:20])[C:3]([CH2:1][CH3:2])=[N:4]1)(=[O:31])[CH3:30], predict the reactants needed to synthesize it. The reactants are: [CH2:1]([C:3]1[C:7]([CH:8]=[C:9]([CH2:15][C:16](=[O:18])C)[C:10]([O:12][CH2:13][CH3:14])=[O:11])=[CH:6][NH:5][N:4]=1)[CH3:2].[C:19]([O-:22])(=O)[CH3:20].[Na+].C([O-])(O)=O.[Na+].[C:29](OC(=O)C)(=[O:31])[CH3:30]. (8) Given the product [Br:1][C:2]1[CH:7]=[CH:6][C:5]([Cl:8])=[CH:4][C:3]=1[C:9]1[CH:14]=[CH:13][N:12]([CH:15]([CH3:23])[C:16]([OH:18])=[O:17])[C:11](=[O:24])[CH:10]=1, predict the reactants needed to synthesize it. The reactants are: [Br:1][C:2]1[CH:7]=[CH:6][C:5]([Cl:8])=[CH:4][C:3]=1[C:9]1[CH:14]=[CH:13][N:12]([CH:15]([CH3:23])[C:16]([O:18]C(C)(C)C)=[O:17])[C:11](=[O:24])[CH:10]=1.C(O)(C(F)(F)F)=O. (9) Given the product [NH2:12][C:8]1[C:9]([CH3:11])=[CH:10][C:5]([C:3]([C:22]2[CH:27]=[CH:26][C:25]([F:28])=[CH:24][CH:23]=2)([OH:4])[C:2]([F:1])([F:29])[F:30])=[CH:6][C:7]=1[CH3:21], predict the reactants needed to synthesize it. The reactants are: [F:1][C:2]([F:30])([F:29])[C:3]([C:22]1[CH:27]=[CH:26][C:25]([F:28])=[CH:24][CH:23]=1)([C:5]1[CH:10]=[C:9]([CH3:11])[C:8]([N:12]([Si](C)(C)C)[Si](C)(C)C)=[C:7]([CH3:21])[CH:6]=1)[OH:4].Cl.[OH-].[Na+]. (10) Given the product [NH:23]1[C:12]2[CH2:11][CH2:10][N:9]([C:14]([O:16][C:17]([CH3:20])([CH3:19])[CH3:18])=[O:15])[CH2:8][C:7]=2[C:5]([C:4]([O:3][CH2:1][CH3:2])=[O:21])=[N:24]1, predict the reactants needed to synthesize it. The reactants are: [CH2:1]([O:3][C:4](=[O:21])/[C:5](=[C:7]1\[CH2:8][N:9]([C:14]([O:16][C:17]([CH3:20])([CH3:19])[CH3:18])=[O:15])[CH2:10][CH2:11][C:12]\1=O)/O)[CH3:2].O.[NH2:23][NH2:24].